Dataset: Reaction yield outcomes from USPTO patents with 853,638 reactions. Task: Predict the reaction yield, written as a fraction of the theoretical maximum amount of product (1.0 means a 100% yield; for example, 0.34 means a 34% yield). The reactants are [NH2:1][C:2]1[CH:3]=[C:4]([C:9]2[CH:10]=[CH:11][C:12]3[O:18][CH2:17][CH2:16][N:15]([C:19]([O:21][C:22]([CH3:25])([CH3:24])[CH3:23])=[O:20])[CH2:14][C:13]=3[CH:26]=2)[CH:5]=[N:6][C:7]=1[NH2:8].[CH3:27][O:28][C:29]([NH:31][C:32](=NC(OC)=O)SC)=[O:30]. The catalyst is C(O)(=O)C. The product is [CH3:27][O:28][C:29]([NH:31][C:32]1[NH:1][C:2]2[C:7]([N:8]=1)=[N:6][CH:5]=[C:4]([C:9]1[CH:10]=[CH:11][C:12]3[O:18][CH2:17][CH2:16][N:15]([C:19]([O:21][C:22]([CH3:23])([CH3:25])[CH3:24])=[O:20])[CH2:14][C:13]=3[CH:26]=1)[CH:3]=2)=[O:30]. The yield is 0.830.